This data is from Full USPTO retrosynthesis dataset with 1.9M reactions from patents (1976-2016). The task is: Predict the reactants needed to synthesize the given product. (1) The reactants are: [CH2:1]([C:3]1[C:12]2[C:7](=[CH:8][CH:9]=[CH:10][CH:11]=2)[C:6]([C:13]([OH:15])=[O:14])=[CH:5][CH:4]=1)[CH3:2].[CH3:16]C1C=C2C(C=CC=C2C(O)=O)=CC=1. Given the product [CH2:1]([C:3]1[C:12]2[C:7](=[CH:8][CH:9]=[CH:10][CH:11]=2)[C:6]([C:13]([OH:15])=[O:14])=[CH:5][CH:4]=1)[CH2:2][CH3:16], predict the reactants needed to synthesize it. (2) The reactants are: F[C:2]1[CH:9]=[CH:8][C:7]([C:10]([F:13])([F:12])[F:11])=[CH:6][C:3]=1[CH:4]=O.[C:14]([O:18][CH3:19])(=[O:17])[CH2:15][SH:16].C(=O)([O-])[O-].[K+].[K+].CN(C=O)C. Given the product [F:11][C:10]([F:13])([F:12])[C:7]1[CH:8]=[CH:9][C:2]2[S:16][C:15]([C:14]([O:18][CH3:19])=[O:17])=[CH:4][C:3]=2[CH:6]=1, predict the reactants needed to synthesize it. (3) The reactants are: [CH2:1]([C:4]1[CH:9]=[CH:8][CH:7]=[C:6]([C:10]([CH3:13])([CH3:12])[CH3:11])[C:5]=1[OH:14])[CH:2]=[CH2:3].C(=O)([O-])[O-].[K+].[K+].[CH2:21](Br)[C:22]1[CH:27]=[CH:26][CH:25]=[CH:24][CH:23]=1. Given the product [CH2:1]([C:4]1[CH:9]=[CH:8][CH:7]=[C:6]([C:10]([CH3:13])([CH3:12])[CH3:11])[C:5]=1[O:14][CH2:21][C:22]1[CH:27]=[CH:26][CH:25]=[CH:24][CH:23]=1)[CH:2]=[CH2:3], predict the reactants needed to synthesize it. (4) Given the product [N:15]1[CH:16]=[CH:17][CH:18]=[C:13]([CH2:12][CH2:11][NH:10][C:7]2[CH:8]=[CH:9][C:4]([NH2:1])=[CH:5][CH:6]=2)[CH:14]=1, predict the reactants needed to synthesize it. The reactants are: [N+:1]([C:4]1[CH:9]=[CH:8][C:7]([NH:10][CH2:11][CH2:12][C:13]2[CH:14]=[N:15][CH:16]=[CH:17][CH:18]=2)=[CH:6][CH:5]=1)([O-])=O.